This data is from Reaction yield outcomes from USPTO patents with 853,638 reactions. The task is: Predict the reaction yield, written as a fraction of the theoretical maximum amount of product (1.0 means a 100% yield; for example, 0.34 means a 34% yield). (1) The catalyst is C(Cl)Cl. The yield is 0.450. The product is [CH2:1]([O:3][C:4]([C:6]1[CH:7]2[N:30]([C:31]([O:64][C:61]([CH3:63])([CH3:62])[CH3:60])=[O:40])[CH:11]([CH2:12][C:13]=1[C:14]1[S:15][C:16]([CH2:20][CH2:21][OH:22])=[C:17]([CH3:19])[N:18]=1)[CH2:10][N:9]([C:32]([O:34][C:35]([CH3:38])([CH3:37])[CH3:36])=[O:33])[CH2:8]2)=[O:5])[CH3:2]. The reactants are [CH2:1]([O:3][C:4]([C:6]1[CH:7]2[N:30]([CH3:31])[CH:11]([CH2:12][C:13]=1[C:14]1[S:15][C:16]([CH2:20][CH2:21][O:22][Si](C(C)(C)C)(C)C)=[C:17]([CH3:19])[N:18]=1)[CH2:10][N:9]([C:32]([O:34][C:35]([CH3:38])([CH3:37])[CH3:36])=[O:33])[CH2:8]2)=[O:5])[CH3:2].C([O-])(O)=[O:40].[Na+].ClC(OC(Cl)=O)C.CCN(C(C)C)C(C)C.[CH3:60][C:61]([O:64]C(OC([O:64][C:61]([CH3:63])([CH3:62])[CH3:60])=O)=O)([CH3:63])[CH3:62]. (2) The reactants are [NH2:1][C:2]1[N:7]=[CH:6][N:5]=[C:4]2[N:8]([CH2:12][C:13]3[N:14]([C:25]4[CH:30]=[CH:29][CH:28]=[CH:27][C:26]=4[CH3:31])[C:15](=[O:24])[C:16]4[C:21]([CH:22]=3)=[CH:20][CH:19]=[CH:18][C:17]=4[CH3:23])[N:9]=[C:10](I)[C:3]=12.CC1(C)C(C)(C)OB([C:40]2[CH:41]=[C:42]([OH:46])[CH:43]=[CH:44][CH:45]=2)O1.C1C=CC(P(C2C=CC=CC=2)C2C=CC=CC=2)=CC=1.C([O-])([O-])=O.[Na+].[Na+]. The catalyst is CN(C=O)C.C(O)C.O.CCO.CC([O-])=O.CC([O-])=O.[Pd+2]. The product is [NH2:1][C:2]1[N:7]=[CH:6][N:5]=[C:4]2[N:8]([CH2:12][C:13]3[N:14]([C:25]4[CH:30]=[CH:29][CH:28]=[CH:27][C:26]=4[CH3:31])[C:15](=[O:24])[C:16]4[C:21]([CH:22]=3)=[CH:20][CH:19]=[CH:18][C:17]=4[CH3:23])[N:9]=[C:10]([C:40]3[CH:45]=[CH:44][CH:43]=[C:42]([OH:46])[CH:41]=3)[C:3]=12. The yield is 0.690. (3) The reactants are [CH3:1][S:2]([CH2:5][C:6]([O:8][CH3:9])=[O:7])(=[O:4])=[O:3].[H-].[Na+].Cl[C:13]1[CH:18]=[C:17](Cl)[N:16]=[C:15]([S:20][CH3:21])[N:14]=1.[NH:22]1[CH2:27][CH2:26][O:25][CH2:24][CH2:23]1. The catalyst is CN(C=O)C. The product is [CH3:1][S:2]([CH:5]([C:13]1[CH:18]=[C:17]([N:22]2[CH2:27][CH2:26][O:25][CH2:24][CH2:23]2)[N:16]=[C:15]([S:20][CH3:21])[N:14]=1)[C:6]([O:8][CH3:9])=[O:7])(=[O:4])=[O:3]. The yield is 0.570.